Dataset: Forward reaction prediction with 1.9M reactions from USPTO patents (1976-2016). Task: Predict the product of the given reaction. (1) Given the reactants C([O:3][C:4]([C:6]1[C:7]([CH2:19][O:20][CH:21]2[CH2:26][CH2:25][CH2:24][CH2:23][O:22]2)=[N:8][N:9]2[C:14]([O:15][CH3:16])=[CH:13][CH:12]=[C:11]([CH2:17][OH:18])[C:10]=12)=[O:5])C.[OH-].[K+].O, predict the reaction product. The product is: [OH:18][CH2:17][C:11]1[C:10]2[N:9]([N:8]=[C:7]([CH2:19][O:20][CH:21]3[CH2:26][CH2:25][CH2:24][CH2:23][O:22]3)[C:6]=2[C:4]([OH:5])=[O:3])[C:14]([O:15][CH3:16])=[CH:13][CH:12]=1. (2) Given the reactants [CH2:1]([O:3][C:4]([C:6]1[CH:7]=[N:8][C:9]2[C:14]([C:15]=1Cl)=[CH:13][C:12]([Cl:17])=[CH:11][CH:10]=2)=[O:5])[CH3:2].[CH2:18]([C:25]1[CH:30]=[CH:29][C:28]([NH2:31])=[CH:27][CH:26]=1)[C:19]1[CH:24]=[CH:23][CH:22]=[CH:21][CH:20]=1.O.[OH-].[Na+], predict the reaction product. The product is: [CH2:18]([C:25]1[CH:26]=[CH:27][C:28]([NH:31][C:15]2[C:14]3[C:9](=[CH:10][CH:11]=[C:12]([Cl:17])[CH:13]=3)[N:8]=[CH:7][C:6]=2[C:4]([O:3][CH2:1][CH3:2])=[O:5])=[CH:29][CH:30]=1)[C:19]1[CH:20]=[CH:21][CH:22]=[CH:23][CH:24]=1. (3) Given the reactants [O-:1][S:2]([O-:4])=[O:3].[Na+].[Na+].[Cl:7][C:8]1[CH:9]=[CH:10][C:11](F)=[C:12]([N+:14]([O-:16])=[O:15])[CH:13]=1.Cl, predict the reaction product. The product is: [Cl:7][C:8]1[CH:9]=[CH:10][C:11]([S:2]([OH:4])(=[O:1])=[O:3])=[C:12]([N+:14]([O-:16])=[O:15])[CH:13]=1. (4) The product is: [C:1]([O:5][C:6]([N:8]1[C@H:13]([C:14](=[O:16])[NH:23][CH:17]2[CH2:22][CH2:21][CH2:20][CH2:19][CH2:18]2)[CH2:12][C@@H:11]2[C@H:9]1[CH2:10]2)=[O:7])([CH3:2])([CH3:3])[CH3:4]. Given the reactants [C:1]([O:5][C:6]([N:8]1[C@H:13]([C:14]([OH:16])=O)[CH2:12][C@@H:11]2[C@H:9]1[CH2:10]2)=[O:7])([CH3:4])([CH3:3])[CH3:2].[CH:17]1([NH2:23])[CH2:22][CH2:21][CH2:20][CH2:19][CH2:18]1.CN(C(ON1N=NC2C=CC=CC1=2)=[N+](C)C)C.F[P-](F)(F)(F)(F)F.CCN(C(C)C)C(C)C, predict the reaction product. (5) The product is: [OH:9][CH2:8][CH2:6][CH:5]=[O:4].[CH:1](=[O:3])[CH3:2].[CH2:1]=[O:3]. Given the reactants [CH:1](=[O:3])[CH3:2].[OH:4][CH2:5][CH:6]([CH2:8][OH:9])O, predict the reaction product. (6) Given the reactants [CH2:1]([C:5]1[N:6]=[C:7]([C:26]2[CH:31]=[CH:30][C:29]([C:32]([F:35])([F:34])[F:33])=[CH:28][CH:27]=2)[S:8][C:9]=1[CH2:10][O:11][C:12]1[CH:21]=[CH:20][C:15]([C:16]([NH:18][OH:19])=[NH:17])=[C:14]([C:22]([F:25])([F:24])[F:23])[CH:13]=1)[CH2:2][CH2:3][CH3:4].N1C=CC=CC=1.[C:42]1([O:48]C(Cl)=O)C=CC=CC=1, predict the reaction product. The product is: [CH2:1]([C:5]1[N:6]=[C:7]([C:26]2[CH:27]=[CH:28][C:29]([C:32]([F:35])([F:34])[F:33])=[CH:30][CH:31]=2)[S:8][C:9]=1[CH2:10][O:11][C:12]1[CH:21]=[CH:20][C:15]([C:16]2[NH:17][C:42](=[O:48])[O:19][N:18]=2)=[C:14]([C:22]([F:25])([F:24])[F:23])[CH:13]=1)[CH2:2][CH2:3][CH3:4].